This data is from Full USPTO retrosynthesis dataset with 1.9M reactions from patents (1976-2016). The task is: Predict the reactants needed to synthesize the given product. (1) Given the product [CH2:1]([C:4]1[CH:9]=[CH:8][CH:7]=[CH:6][C:5]=1[CH2:10][C:11]([N:32]1[C@H:33]([CH3:15])[CH2:34][CH2:35][C@H:30]1[CH3:31])=[O:13])[CH:2]=[CH2:3], predict the reactants needed to synthesize it. The reactants are: [CH2:1]([C:4]1[CH:9]=[CH:8][CH:7]=[CH:6][C:5]=1[CH2:10][C:11]([OH:13])=O)[CH:2]=[CH2:3].Cl.[CH3:15]N(C)CCCN=C=NCC.ON1[C:31]2[N:32]=[CH:33][CH:34]=[CH:35][C:30]=2N=N1.C(N(CC)CC)C. (2) The reactants are: O.C(=O)([O-])[O-].[Cs+].[Cs+].Cl[C:9]1[CH:10]=[CH:11][C:12]2[CH2:13][N:14]([CH3:27])[CH2:15][CH:16]([C:20]3[CH:25]=[CH:24][CH:23]=[C:22]([Cl:26])[CH:21]=3)[O:17][C:18]=2[N:19]=1.[CH3:28][C:29]1[N:33]=[CH:32][N:31]([C:34]2[CH:35]=[CH:36][C:37]([NH2:40])=[N:38][CH:39]=2)[N:30]=1. Given the product [Cl:26][C:22]1[CH:21]=[C:20]([CH:16]2[CH2:15][N:14]([CH3:27])[CH2:13][C:12]3[CH:11]=[CH:10][C:9]([NH:40][C:37]4[CH:36]=[CH:35][C:34]([N:31]5[CH:32]=[N:33][C:29]([CH3:28])=[N:30]5)=[CH:39][N:38]=4)=[N:19][C:18]=3[O:17]2)[CH:25]=[CH:24][CH:23]=1, predict the reactants needed to synthesize it. (3) Given the product [N:1]([CH:4]1[C:8](=[O:9])[CH2:7][N:6]([C:10]([O:12][C:13]([CH3:16])([CH3:15])[CH3:14])=[O:11])[CH2:5]1)=[N+:2]=[N-:3], predict the reactants needed to synthesize it. The reactants are: [N:1]([CH:4]1[CH:8]([OH:9])[CH2:7][N:6]([C:10]([O:12][C:13]([CH3:16])([CH3:15])[CH3:14])=[O:11])[CH2:5]1)=[N+:2]=[N-:3].CC(OI1(OC(C)=O)(OC(C)=O)OC(=O)C2C=CC=CC1=2)=O.C(=O)(O)[O-].[Na+].S([O-])([O-])(=O)=S.[Na+].[Na+]. (4) The reactants are: C[O:2][C:3]1[C:9]2[CH:10]=[CH:11][CH:12]=[CH:13][C:8]=2[N:7]([C:14]([NH2:16])=[O:15])[C:6]2[CH:17]=[CH:18][CH:19]=[CH:20][C:5]=2[CH:4]=1. Given the product [CH:19]1[CH:18]=[CH:17][C:6]2[N:7]([C:14]([NH2:16])=[O:15])[C:8]3[CH:13]=[CH:12][CH:11]=[CH:10][C:9]=3[C:3](=[O:2])[CH2:4][C:5]=2[CH:20]=1, predict the reactants needed to synthesize it. (5) Given the product [CH3:1][S:2][C:5]1[CH:10]=[CH:9][N:8]=[C:7]([C:11]#[N:12])[CH:6]=1, predict the reactants needed to synthesize it. The reactants are: [CH3:1][S-:2].[Na+].Cl[C:5]1[CH:10]=[CH:9][N:8]=[C:7]([C:11]#[N:12])[CH:6]=1.